From a dataset of Full USPTO retrosynthesis dataset with 1.9M reactions from patents (1976-2016). Predict the reactants needed to synthesize the given product. (1) Given the product [OH:1][C:2]1[C:11]2[C:6](=[CH:7][C:8]([NH:12][C:13]3[CH:18]=[CH:17][CH:16]=[CH:15][CH:14]=3)=[CH:9][CH:10]=2)[CH:5]=[N:4][C:3]=1[C:19]([NH:23][CH2:24][CH2:25][CH2:26][CH2:27][C:28]([OH:30])=[O:29])=[O:20], predict the reactants needed to synthesize it. The reactants are: [OH:1][C:2]1[C:11]2[C:6](=[CH:7][C:8]([NH:12][C:13]3[CH:18]=[CH:17][CH:16]=[CH:15][CH:14]=3)=[CH:9][CH:10]=2)[CH:5]=[N:4][C:3]=1[C:19](OC)=[O:20].[NH2:23][CH2:24][CH2:25][CH2:26][CH2:27][C:28]([OH:30])=[O:29].C[O-].[Na+].CO. (2) The reactants are: [Br:1][C:2]1[CH:7]=[CH:6][C:5]([CH2:8]Br)=[C:4]([F:10])[CH:3]=1.[Cl-].[NH4+].[CH3:13][N:14](C=O)C. Given the product [Br:1][C:2]1[CH:7]=[CH:6][C:5]([CH2:8][C:13]#[N:14])=[C:4]([F:10])[CH:3]=1, predict the reactants needed to synthesize it. (3) Given the product [OH:29][CH2:25][C@@H:17]1[O:16][C:15](=[O:24])[N:14]([C:11]2[CH:10]=[CH:9][C:8]([N:7]3[CH2:6][CH2:5][O:4][CH2:3][C:2]3=[O:1])=[CH:13][CH:12]=2)[CH2:18]1, predict the reactants needed to synthesize it. The reactants are: [O:1]=[C:2]1[N:7]([C:8]2[CH:13]=[CH:12][C:11]([NH:14][C:15](=[O:24])[O:16][CH2:17][C:18]3C=CC=CC=3)=[CH:10][CH:9]=2)[CH2:6][CH2:5][O:4][CH2:3]1.[C:25]([O:29][Li])(C)(C)C.C(OC[C@@H]1OC1)(=O)CCC. (4) Given the product [Cl:1][C:2]1[CH:3]=[C:4]([CH2:19][Cl:23])[C:5]2[O:9][C:8]([C:10]3[CH:15]=[CH:14][C:13]([Cl:16])=[CH:12][C:11]=3[Cl:17])=[CH:7][C:6]=2[CH:18]=1, predict the reactants needed to synthesize it. The reactants are: [Cl:1][C:2]1[CH:3]=[C:4]([CH2:19]O)[C:5]2[O:9][C:8]([C:10]3[CH:15]=[CH:14][C:13]([Cl:16])=[CH:12][C:11]=3[Cl:17])=[CH:7][C:6]=2[CH:18]=1.O=S(Cl)[Cl:23]. (5) Given the product [CH2:15]([C:5]1[C:4]([O:17][CH:5]([CH2:15][CH3:16])[CH2:6][CH3:7])=[N:9][N:8]2[C:10]([NH2:13])=[N:11][N:12]=[C:7]2[C:6]=1[CH3:14])[CH3:16], predict the reactants needed to synthesize it. The reactants are: [H-].[Na+].Cl[C:4]1[C:5]([CH2:15][CH3:16])=[C:6]([CH3:14])[C:7]2[N:8]([C:10]([NH2:13])=[N:11][N:12]=2)[N:9]=1.[OH2:17].ClCCl. (6) Given the product [CH:1]1([C:7]2[CH:8]=[CH:9][C:10]([CH2:11][OH:12])=[CH:15][CH:16]=2)[CH2:2][CH2:3][CH2:4][CH2:5][CH2:6]1, predict the reactants needed to synthesize it. The reactants are: [CH:1]1([C:7]2[CH:16]=[CH:15][C:10]([C:11](OC)=[O:12])=[CH:9][CH:8]=2)[CH2:6][CH2:5][CH2:4][CH2:3][CH2:2]1.[H-].[H-].[H-].[H-].[Li+].[Al+3].O.O.O.O.O.O.O.O.O.O.S([O-])([O-])(=O)=O.[Na+].[Na+].CCOCC. (7) Given the product [F:22][C:17]([F:23])([O:16][C:13]1[CH:14]=[CH:15][C:10]([N:24]2[CH:28]=[N:27][C:26]([C:29]3[CH:30]=[CH:31][C:32]([C:33]([O:35][CH3:36])=[O:34])=[CH:37][CH:38]=3)=[N:25]2)=[CH:11][CH:12]=1)[C:18]([F:21])([F:20])[F:19], predict the reactants needed to synthesize it. The reactants are: [O-]P([O-])([O-])=O.[K+].[K+].[K+].Br[C:10]1[CH:15]=[CH:14][C:13]([O:16][C:17]([F:23])([F:22])[C:18]([F:21])([F:20])[F:19])=[CH:12][CH:11]=1.[NH:24]1[CH:28]=[N:27][C:26]([C:29]2[CH:38]=[CH:37][C:32]([C:33]([O:35][CH3:36])=[O:34])=[CH:31][CH:30]=2)=[N:25]1.N1C2C(=CC=CC=2O)C=CC=1. (8) Given the product [F:1][C:2]1[CH:3]=[CH:4][C:5](/[CH:8]=[N:16]/[S:14]([C:11]([CH3:13])([CH3:12])[CH3:10])=[O:15])=[N:6][CH:7]=1, predict the reactants needed to synthesize it. The reactants are: [F:1][C:2]1[CH:3]=[CH:4][C:5]([CH:8]=O)=[N:6][CH:7]=1.[CH3:10][C:11]([S@:14]([NH2:16])=[O:15])([CH3:13])[CH3:12]. (9) Given the product [F:1][C:2]([F:20])([F:21])[CH:3]([NH:10][C@H:11]([C:16]([OH:18])=[O:17])[CH2:12][CH:13]([CH3:15])[CH3:14])[C:4]1[CH:9]=[CH:8][CH:7]=[CH:6][CH:5]=1, predict the reactants needed to synthesize it. The reactants are: [F:1][C:2]([F:21])([F:20])[CH:3]([NH:10][C@H:11]([C:16]([O:18]C)=[O:17])[CH2:12][CH:13]([CH3:15])[CH3:14])[C:4]1[CH:9]=[CH:8][CH:7]=[CH:6][CH:5]=1.[Li+].[OH-].